From a dataset of Retrosynthesis with 50K atom-mapped reactions and 10 reaction types from USPTO. Predict the reactants needed to synthesize the given product. (1) Given the product Nc1cc(F)ccc1Nc1ccc2c(c1)OCc1ccccc1C2=O, predict the reactants needed to synthesize it. The reactants are: O=C1c2ccccc2COc2cc(Nc3ccc(F)cc3[N+](=O)[O-])ccc21. (2) The reactants are: NS(=O)(=O)c1ncccc1NC(=O)c1c(O)c2cccnc2n(Cc2ccccc2)c1=O. Given the product O=c1c(C2=NS(=O)(=O)c3ncccc3N2)c(O)c2cccnc2n1Cc1ccccc1, predict the reactants needed to synthesize it. (3) The reactants are: CC(C)CCS(N)(=O)=O.CC(C)Oc1cc(/C=C/C(=O)O)n(Cc2ccc(C(F)(F)F)cc2Cl)n1. Given the product CC(C)CCS(=O)(=O)NC(=O)/C=C/c1cc(OC(C)C)nn1Cc1ccc(C(F)(F)F)cc1Cl, predict the reactants needed to synthesize it. (4) Given the product C#Cc1cc(Cl)c(Nc2nc3ccncc3c3c(OC)nccc23)c(Cl)c1, predict the reactants needed to synthesize it. The reactants are: COc1nccc2c(Nc3c(Cl)cc(C#C[Si](C)(C)C)cc3Cl)nc3ccncc3c12. (5) Given the product CCOC(=O)OCn1c(S(=O)Cc2nccc3ccsc23)nc2ccccc21, predict the reactants needed to synthesize it. The reactants are: CCOC(=O)OCn1c(SCc2nccc3ccsc23)nc2ccccc21.O=S([O-])[O-]. (6) Given the product O=C(N[C@H](C(=O)O)C1CCCCC1)c1cc(OCC(=O)N2CCC[C@H]2C(=O)NC2CCC2)n(-c2ccccc2)n1, predict the reactants needed to synthesize it. The reactants are: COC(=O)[C@@H](NC(=O)c1cc(OCC(=O)N2CCC[C@H]2C(=O)NC2CCC2)n(-c2ccccc2)n1)C1CCCCC1. (7) The reactants are: CC1(C)[C@@H]2CC[C@@]1(C)c1[nH]n(-c3ccc(F)cc3F)c(=O)c12.Clc1ccc(CBr)cc1. Given the product CC1(C)[C@@H]2CC[C@@]1(C)c1c2c(=O)n(-c2ccc(F)cc2F)n1Cc1ccc(Cl)cc1, predict the reactants needed to synthesize it. (8) Given the product Cc1nc2c3c(nn2c(C)c1Cl)CN(C(=O)c1ccccc1OCCN(C)CCF)C3, predict the reactants needed to synthesize it. The reactants are: CNCCOc1ccccc1C(=O)N1Cc2nn3c(C)c(Cl)c(C)nc3c2C1.FCCBr. (9) Given the product CCOC(=O)c1cc(Br)c(OCCO)c(I)c1, predict the reactants needed to synthesize it. The reactants are: CCOC(=O)c1cc(Br)c(O)c(I)c1.OCCO.